The task is: Predict which catalyst facilitates the given reaction.. This data is from Catalyst prediction with 721,799 reactions and 888 catalyst types from USPTO. (1) Reactant: [OH-].[K+].[C:3]([O:7][CH:8]([C:14]1[C:18]([C:19]2[CH:20]=[CH:21][C:22]3[O:27][CH2:26][CH2:25][CH2:24][C:23]=3[CH:28]=2)=[C:17]([C:29]2[CH:34]=[CH:33][N:32]=[CH:31][CH:30]=2)[S:16][C:15]=1[CH3:35])[C:9]([O:11]CC)=[O:10])([CH3:6])([CH3:5])[CH3:4]. Product: [C:3]([O:7][CH:8]([C:14]1[C:18]([C:19]2[CH:20]=[CH:21][C:22]3[O:27][CH2:26][CH2:25][CH2:24][C:23]=3[CH:28]=2)=[C:17]([C:29]2[CH:34]=[CH:33][N:32]=[CH:31][CH:30]=2)[S:16][C:15]=1[CH3:35])[C:9]([OH:11])=[O:10])([CH3:6])([CH3:5])[CH3:4]. The catalyst class is: 24. (2) Reactant: [NH2:1][C:2]1[C:3]([CH2:16][C:17]([O:19]CC)=O)=[N:4][C:5]([C:9]2[CH:14]=[CH:13][C:12]([Br:15])=[CH:11][CH:10]=2)=[C:6]([Cl:8])[CH:7]=1.C(O)(=O)C. Product: [Br:15][C:12]1[CH:13]=[CH:14][C:9]([C:5]2[N:4]=[C:3]3[CH2:16][C:17](=[O:19])[NH:1][C:2]3=[CH:7][C:6]=2[Cl:8])=[CH:10][CH:11]=1. The catalyst class is: 11. (3) Reactant: [NH2:1][C:2]1[CH:3]=[C:4]([CH:8]=[CH:9][CH:10]=1)[C:5]([OH:7])=[O:6].N1C=CC=CC=1.[CH3:17][S:18](Cl)(=[O:20])=[O:19]. Product: [CH3:17][S:18]([NH:1][C:2]1[CH:3]=[C:4]([CH:8]=[CH:9][CH:10]=1)[C:5]([OH:7])=[O:6])(=[O:20])=[O:19]. The catalyst class is: 2. (4) Reactant: Br[C:2]1[CH:7]=[C:6]([CH3:8])[CH:5]=[C:4]([Br:9])[CH:3]=1.[Cu][C:11]#[N:12].N1C=CC=CC=1.[NH4+].[OH-]. Product: [Br:9][C:4]1[CH:3]=[C:2]([CH:7]=[C:6]([CH3:8])[CH:5]=1)[C:11]#[N:12]. The catalyst class is: 145. (5) Reactant: C([O-])(O)=O.[Na+].Cl.[NH2:7][C@@H:8]([CH2:24][C:25]1[CH:30]=[CH:29][C:28]([OH:31])=[C:27]([OH:32])[CH:26]=1)[C:9]([O:11][CH2:12][C@H:13]([O:15][C:16]([C:18]1[CH:23]=[CH:22][CH:21]=[CH:20][CH:19]=1)=[O:17])[CH3:14])=[O:10].[CH3:33][S:34]([OH:37])(=[O:36])=[O:35].C(OCC)(=O)C. Product: [S:34]([OH:37])(=[O:36])(=[O:35])[CH3:33].[NH2:7][C@@H:8]([CH2:24][C:25]1[CH:30]=[CH:29][C:28]([OH:31])=[C:27]([OH:32])[CH:26]=1)[C:9]([O:11][CH2:12][C@H:13]([O:15][C:16]([C:18]1[CH:23]=[CH:22][CH:21]=[CH:20][CH:19]=1)=[O:17])[CH3:14])=[O:10]. The catalyst class is: 6. (6) Reactant: [Br:1][C:2]1[C:11]2[C:6](=[CH:7][CH:8]=[CH:9][CH:10]=2)[N:5]=[C:4]([C:12]([OH:14])=[O:13])[CH:3]=1.Cl.[NH2:16][C@H:17]1[CH2:22][CH2:21][O:20][CH2:19][C@@H:18]1[OH:23].CN([P+](ON1N=NC2C=CC=CC1=2)(N(C)C)N(C)C)C.F[P-](F)(F)(F)(F)F.C(N(CC)CC)C. Product: [Br:1][C:2]1[C:11]2[C:6](=[CH:7][CH:8]=[CH:9][CH:10]=2)[N:5]=[C:4]([C:12]([OH:14])=[O:13])[CH:3]=1.[Br:1][C:2]1[C:11]2[C:6](=[CH:7][CH:8]=[CH:9][CH:10]=2)[N:5]=[C:4]([C:12]([NH:16][C@H:17]2[CH2:22][CH2:21][O:20][CH2:19][C@@H:18]2[OH:23])=[O:14])[CH:3]=1. The catalyst class is: 2. (7) Reactant: C(OC(=O)[NH:7][C@@H:8]([CH2:33][C:34]1[CH:39]=[CH:38][CH:37]=[CH:36][CH:35]=1)[C@H:9]([OH:32])[CH2:10][N:11]([S:20]([C:23]1[CH:31]=[CH:30][C:26]2[O:27][CH2:28][O:29][C:25]=2[CH:24]=1)(=[O:22])=[O:21])[CH2:12][C:13]([CH3:19])([CH3:18])[CH2:14][CH2:15][C:16]#[N:17])(C)(C)C.[C:41]([OH:47])([C:43]([F:46])([F:45])[F:44])=[O:42]. Product: [F:44][C:43]([F:46])([F:45])[C:41]([OH:47])=[O:42].[NH2:7][C@@H:8]([CH2:33][C:34]1[CH:35]=[CH:36][CH:37]=[CH:38][CH:39]=1)[C@H:9]([OH:32])[CH2:10][N:11]([CH2:12][C:13]([CH3:19])([CH3:18])[CH2:14][CH2:15][C:16]#[N:17])[S:20]([C:23]1[CH:31]=[CH:30][C:26]2[O:27][CH2:28][O:29][C:25]=2[CH:24]=1)(=[O:21])=[O:22]. The catalyst class is: 2.